The task is: Predict the reactants needed to synthesize the given product.. This data is from Retrosynthesis with 50K atom-mapped reactions and 10 reaction types from USPTO. (1) Given the product CC(C)(C)OC(=O)N1CCc2ccc(Cl)c(SCc3ccc(C#Cc4ccc(F)cc4)cn3)c2CC1, predict the reactants needed to synthesize it. The reactants are: C#Cc1ccc(F)cc1.CC(C)(C)OC(=O)N1CCc2ccc(Cl)c(SCc3ccc(Br)cn3)c2CC1. (2) Given the product CNC(=O)NC(=O)C(CC1CCCC1)c1ccccc1, predict the reactants needed to synthesize it. The reactants are: CCOC(=O)C(CC1CCCC1)c1ccccc1.CNC(N)=O. (3) Given the product CS(=O)c1ccc(C2(C#N)CCOCC2)cc1, predict the reactants needed to synthesize it. The reactants are: CSc1ccc(C2(C#N)CCOCC2)cc1.O=C(OO)c1cccc(Cl)c1. (4) The reactants are: CN.COc1c(C=O)cccc1Oc1cc(Cl)ccc1C#N. Given the product O=C(O)/C=C/C(=O)O, predict the reactants needed to synthesize it.